From a dataset of Full USPTO retrosynthesis dataset with 1.9M reactions from patents (1976-2016). Predict the reactants needed to synthesize the given product. Given the product [Br:1][C:2]1[CH:7]=[CH:6][C:5]([N+:8]([O-:10])=[O:9])=[C:4]([CH2:11][CH:15]([C:14]2[C:17]([F:23])=[CH:18][C:19]([O:21][CH3:22])=[CH:20][C:13]=2[Cl:12])[OH:16])[CH:3]=1, predict the reactants needed to synthesize it. The reactants are: [Br:1][C:2]1[CH:7]=[CH:6][C:5]([N+:8]([O-:10])=[O:9])=[C:4]([CH3:11])[CH:3]=1.[Cl:12][C:13]1[CH:20]=[C:19]([O:21][CH3:22])[CH:18]=[C:17]([F:23])[C:14]=1[CH:15]=[O:16].N1CCCN2CCCCCC=12.